Regression/Classification. Given a drug SMILES string, predict its toxicity properties. Task type varies by dataset: regression for continuous values (e.g., LD50, hERG inhibition percentage) or binary classification for toxic/non-toxic outcomes (e.g., AMES mutagenicity, cardiotoxicity, hepatotoxicity). Dataset: herg_karim. From a dataset of hERG potassium channel inhibition data for cardiac toxicity prediction from Karim et al.. (1) The compound is Cc1cccc(C)c1[C@]1(O)CC[C@@H](N2CC(NC(=O)CNC(=O)c3cccc(C(F)(F)F)c3)C2)CC1. The result is 1 (blocker). (2) The molecule is NC(=O)n1nc(NCC(=O)NC2CN([C@H]3CC[C@@H](c4ccc5c(c4)OCO5)CC3)C2)c2cc(C(F)(F)F)ccc21. The result is 0 (non-blocker).